Dataset: NCI-60 drug combinations with 297,098 pairs across 59 cell lines. Task: Regression. Given two drug SMILES strings and cell line genomic features, predict the synergy score measuring deviation from expected non-interaction effect. (1) Drug 1: C1=NC(=NC(=O)N1C2C(C(C(O2)CO)O)O)N. Drug 2: CCC1(CC2CC(C3=C(CCN(C2)C1)C4=CC=CC=C4N3)(C5=C(C=C6C(=C5)C78CCN9C7C(C=CC9)(C(C(C8N6C)(C(=O)OC)O)OC(=O)C)CC)OC)C(=O)OC)O.OS(=O)(=O)O. Cell line: SN12C. Synergy scores: CSS=1.71, Synergy_ZIP=-0.444, Synergy_Bliss=-1.05, Synergy_Loewe=-0.532, Synergy_HSA=-0.974. (2) Drug 1: C1=CN(C(=O)N=C1N)C2C(C(C(O2)CO)O)O.Cl. Drug 2: CC=C1C(=O)NC(C(=O)OC2CC(=O)NC(C(=O)NC(CSSCCC=C2)C(=O)N1)C(C)C)C(C)C. Cell line: SF-539. Synergy scores: CSS=38.2, Synergy_ZIP=0.395, Synergy_Bliss=5.33, Synergy_Loewe=-17.3, Synergy_HSA=5.15. (3) Drug 1: CN(CC1=CN=C2C(=N1)C(=NC(=N2)N)N)C3=CC=C(C=C3)C(=O)NC(CCC(=O)O)C(=O)O. Synergy scores: CSS=40.2, Synergy_ZIP=2.97, Synergy_Bliss=-2.09, Synergy_Loewe=-59.6, Synergy_HSA=-7.14. Cell line: HT29. Drug 2: C1CC(C1)(C(=O)O)C(=O)O.[NH2-].[NH2-].[Pt+2]. (4) Drug 1: COC1=CC(=CC(=C1O)OC)C2C3C(COC3=O)C(C4=CC5=C(C=C24)OCO5)OC6C(C(C7C(O6)COC(O7)C8=CC=CS8)O)O. Drug 2: CCC(=C(C1=CC=CC=C1)C2=CC=C(C=C2)OCCN(C)C)C3=CC=CC=C3.C(C(=O)O)C(CC(=O)O)(C(=O)O)O. Cell line: BT-549. Synergy scores: CSS=34.6, Synergy_ZIP=3.19, Synergy_Bliss=4.45, Synergy_Loewe=-16.0, Synergy_HSA=4.38. (5) Drug 1: COC1=C(C=C2C(=C1)N=CN=C2NC3=CC(=C(C=C3)F)Cl)OCCCN4CCOCC4. Drug 2: CCCS(=O)(=O)NC1=C(C(=C(C=C1)F)C(=O)C2=CNC3=C2C=C(C=N3)C4=CC=C(C=C4)Cl)F. Cell line: MOLT-4. Synergy scores: CSS=17.1, Synergy_ZIP=0.0404, Synergy_Bliss=3.65, Synergy_Loewe=-6.15, Synergy_HSA=1.59. (6) Drug 1: CNC(=O)C1=NC=CC(=C1)OC2=CC=C(C=C2)NC(=O)NC3=CC(=C(C=C3)Cl)C(F)(F)F. Drug 2: CCCCC(=O)OCC(=O)C1(CC(C2=C(C1)C(=C3C(=C2O)C(=O)C4=C(C3=O)C=CC=C4OC)O)OC5CC(C(C(O5)C)O)NC(=O)C(F)(F)F)O. Cell line: EKVX. Synergy scores: CSS=35.0, Synergy_ZIP=-4.40, Synergy_Bliss=-3.67, Synergy_Loewe=-23.8, Synergy_HSA=-4.37. (7) Drug 1: C1=CC(=CC=C1CCCC(=O)O)N(CCCl)CCCl. Drug 2: C1CN(P(=O)(OC1)NCCCl)CCCl. Cell line: HCT116. Synergy scores: CSS=30.8, Synergy_ZIP=-4.97, Synergy_Bliss=-8.25, Synergy_Loewe=-28.2, Synergy_HSA=-8.18. (8) Drug 2: C1=NC2=C(N1)C(=S)N=CN2. Drug 1: C1=NC2=C(N=C(N=C2N1C3C(C(C(O3)CO)O)O)F)N. Cell line: MCF7. Synergy scores: CSS=28.9, Synergy_ZIP=0.491, Synergy_Bliss=-1.48, Synergy_Loewe=-28.5, Synergy_HSA=-3.78. (9) Drug 1: CC1CCC2CC(C(=CC=CC=CC(CC(C(=O)C(C(C(=CC(C(=O)CC(OC(=O)C3CCCCN3C(=O)C(=O)C1(O2)O)C(C)CC4CCC(C(C4)OC)OCCO)C)C)O)OC)C)C)C)OC. Drug 2: CNC(=O)C1=NC=CC(=C1)OC2=CC=C(C=C2)NC(=O)NC3=CC(=C(C=C3)Cl)C(F)(F)F. Cell line: SF-268. Synergy scores: CSS=0.393, Synergy_ZIP=0.362, Synergy_Bliss=1.38, Synergy_Loewe=-9.02, Synergy_HSA=-3.12. (10) Drug 1: CC12CCC3C(C1CCC2=O)CC(=C)C4=CC(=O)C=CC34C. Drug 2: C1CC(C1)(C(=O)O)C(=O)O.[NH2-].[NH2-].[Pt+2]. Cell line: SK-MEL-2. Synergy scores: CSS=48.9, Synergy_ZIP=-0.139, Synergy_Bliss=3.15, Synergy_Loewe=1.10, Synergy_HSA=4.45.